This data is from Forward reaction prediction with 1.9M reactions from USPTO patents (1976-2016). The task is: Predict the product of the given reaction. (1) Given the reactants [CH:1]1([CH:7]([C:9]2[C:10]([CH2:20][O:21][CH3:22])=[N:11][N:12]([C:14]3[CH:19]=[CH:18][CH:17]=[CH:16][CH:15]=3)[CH:13]=2)O)[CH2:6][CH2:5][CH2:4][CH2:3][CH2:2]1.[NH2:23][C:24]1[CH:29]=[CH:28][C:27]([C:30]([N:32]([CH3:40])[CH2:33][CH2:34][C:35]([O:37]CC)=[O:36])=[O:31])=[CH:26][CH:25]=1, predict the reaction product. The product is: [CH:1]1([CH:7]([NH:23][C:24]2[CH:25]=[CH:26][C:27]([C:30]([N:32]([CH3:40])[CH2:33][CH2:34][C:35]([OH:37])=[O:36])=[O:31])=[CH:28][CH:29]=2)[C:9]2[C:10]([CH2:20][O:21][CH3:22])=[N:11][N:12]([C:14]3[CH:19]=[CH:18][CH:17]=[CH:16][CH:15]=3)[CH:13]=2)[CH2:6][CH2:5][CH2:4][CH2:3][CH2:2]1. (2) Given the reactants [Si:1]([O:18][CH2:19][C:20]1[N:25]=[C:24](Cl)[C:23]([C:27]2[CH:32]=[C:31]([O:33][CH3:34])[CH:30]=[CH:29][C:28]=2[F:35])=[CH:22][CH:21]=1)([C:14]([CH3:17])([CH3:16])[CH3:15])([C:8]1[CH:13]=[CH:12][CH:11]=[CH:10][CH:9]=1)[C:2]1[CH:7]=[CH:6][CH:5]=[CH:4][CH:3]=1.[CH3:36][C:37]([CH3:42])([CH3:41])[CH2:38][Mg]Cl.Cl, predict the reaction product. The product is: [Si:1]([O:18][CH2:19][C:20]1[N:25]=[C:24]([CH2:36][C:37]([CH3:42])([CH3:41])[CH3:38])[C:23]([C:27]2[CH:32]=[C:31]([O:33][CH3:34])[CH:30]=[CH:29][C:28]=2[F:35])=[CH:22][CH:21]=1)([C:14]([CH3:17])([CH3:16])[CH3:15])([C:8]1[CH:13]=[CH:12][CH:11]=[CH:10][CH:9]=1)[C:2]1[CH:7]=[CH:6][CH:5]=[CH:4][CH:3]=1. (3) Given the reactants Cl[CH2:2][CH2:3][CH2:4][CH2:5][N:6]1[C:12](=[O:13])[CH2:11][CH2:10][C:9](=[O:14])[C:8]2[CH:15]=[CH:16][CH:17]=[CH:18][C:7]1=2.[Cl:19][C:20]1[C:25]([Cl:26])=[CH:24][CH:23]=[CH:22][C:21]=1[N:27]1[CH2:32][CH2:31][NH:30][CH2:29][CH2:28]1, predict the reaction product. The product is: [Cl:19][C:20]1[C:25]([Cl:26])=[CH:24][CH:23]=[CH:22][C:21]=1[N:27]1[CH2:32][CH2:31][N:30]([CH2:2][CH2:3][CH2:4][CH2:5][N:6]2[C:12](=[O:13])[CH2:11][CH2:10][C:9](=[O:14])[C:8]3[CH:15]=[CH:16][CH:17]=[CH:18][C:7]2=3)[CH2:29][CH2:28]1. (4) Given the reactants [C:1]([O:5][C:6]([N:8]1[CH2:13][CH2:12][CH:11]([C:14](=[O:19])N(OC)C)[CH2:10][CH2:9]1)=[O:7])([CH3:4])([CH3:3])[CH3:2].[CH3:20][O:21][C:22]1[CH:27]=[CH:26][C:25]([Mg]Br)=[CH:24][C:23]=1[CH3:30], predict the reaction product. The product is: [C:1]([O:5][C:6]([N:8]1[CH2:9][CH2:10][CH:11]([C:14](=[O:19])[C:25]2[CH:26]=[CH:27][C:22]([O:21][CH3:20])=[C:23]([CH3:30])[CH:24]=2)[CH2:12][CH2:13]1)=[O:7])([CH3:2])([CH3:3])[CH3:4]. (5) Given the reactants [CH:1]1[C:6]([CH2:7]Br)=[CH:5][CH:4]=[C:3]([CH2:9][Br:10])[CH:2]=1.C(=O)([O-])[O-].[K+].[K+].[C:17]([O:21][C:22]([N:24]1[CH2:37][CH2:36][CH2:35][NH:34][CH2:33][CH2:32][N:31]([C:38]([O:40][C:41]([CH3:44])([CH3:43])[CH3:42])=[O:39])[CH2:30][CH2:29][CH2:28][N:27]([C:45]([O:47][C:48]([CH3:51])([CH3:50])[CH3:49])=[O:46])[CH2:26][CH2:25]1)=[O:23])([CH3:20])([CH3:19])[CH3:18], predict the reaction product. The product is: [Br:10][CH2:9][C:3]1[CH:2]=[CH:1][C:6]([CH2:7][N:34]2[CH2:35][CH2:36][CH2:37][N:24]([C:22]([O:21][C:17]([CH3:18])([CH3:19])[CH3:20])=[O:23])[CH2:25][CH2:26][N:27]([C:45]([O:47][C:48]([CH3:50])([CH3:49])[CH3:51])=[O:46])[CH2:28][CH2:29][CH2:30][N:31]([C:38]([O:40][C:41]([CH3:44])([CH3:43])[CH3:42])=[O:39])[CH2:32][CH2:33]2)=[CH:5][CH:4]=1. (6) Given the reactants [NH:1]1[C:5]2=[N:6][CH:7]=[CH:8][CH:9]=[C:4]2[C:3]([C:10]#[N:11])=[N:2]1.[F:12][C:13]1[CH:20]=[C:19]([F:21])[CH:18]=[CH:17][C:14]=1[CH2:15]Br, predict the reaction product. The product is: [F:12][C:13]1[CH:20]=[C:19]([F:21])[CH:18]=[CH:17][C:14]=1[CH2:15][N:1]1[C:5]2=[N:6][CH:7]=[CH:8][CH:9]=[C:4]2[C:3]([C:10]#[N:11])=[N:2]1.